This data is from Reaction yield outcomes from USPTO patents with 853,638 reactions. The task is: Predict the reaction yield, written as a fraction of the theoretical maximum amount of product (1.0 means a 100% yield; for example, 0.34 means a 34% yield). (1) The reactants are C[Si](C)(C)CCOC[N:7]1[C:11]2[N:12]=[CH:13][N:14]=[C:15]([C:16]3[CH:17]=[N:18][N:19]([CH:21]4[CH2:26][CH2:25][CH2:24][CH:23]([CH2:27][C:28]#[N:29])[CH2:22]4)[CH:20]=3)[C:10]=2[CH:9]=[CH:8]1.[C:32]([OH:38])([C:34]([F:37])([F:36])[F:35])=[O:33].C(N)CN. The catalyst is C(Cl)Cl. The product is [F:35][C:34]([F:37])([F:36])[C:32]([OH:38])=[O:33].[N:12]1[C:11]2[NH:7][CH:8]=[CH:9][C:10]=2[C:15]([C:16]2[CH:17]=[N:18][N:19]([CH:21]3[CH2:26][CH2:25][CH2:24][CH:23]([CH2:27][C:28]#[N:29])[CH2:22]3)[CH:20]=2)=[N:14][CH:13]=1. The yield is 0.830. (2) The reactants are Br[C:2]1[O:6][C:5]([C:7]2[C:12]([F:13])=[CH:11][CH:10]=[CH:9][C:8]=2[F:14])=[N:4][C:3]=1[C:15]([NH2:17])=[O:16].[OH:18][C:19]1[CH:24]=[CH:23][C:22](B(O)O)=[CH:21][CH:20]=1.C([O-])([O-])=O.[Na+].[Na+]. The catalyst is CC#N.CCOC(C)=O.[Pd](Cl)Cl.C1(P(C2C=CC=CC=2)[C-]2C=CC=C2)C=CC=CC=1.[C-]1(P(C2C=CC=CC=2)C2C=CC=CC=2)C=CC=C1.[Fe+2]. The product is [F:14][C:8]1[CH:9]=[CH:10][CH:11]=[C:12]([F:13])[C:7]=1[C:5]1[O:6][C:2]([C:22]2[CH:23]=[CH:24][C:19]([OH:18])=[CH:20][CH:21]=2)=[C:3]([C:15]([NH2:17])=[O:16])[N:4]=1. The yield is 0.800. (3) The reactants are [CH2:1]1[C:10]2[C:5](=[CH:6][CH:7]=[CH:8][CH:9]=2)[CH2:4][C@H:3]([C:11]([NH:13][C@H:14]([C:16]2[CH:25]=[CH:24][C:19]([C:20]([O:22][CH3:23])=[O:21])=[CH:18][CH:17]=2)[CH3:15])=[O:12])[NH:2]1.C(O[BH-](O[C:36](=[O:38])[CH3:37])OC(=O)C)(=O)C.[Na+].N. The catalyst is O. The product is [O:38]([CH2:36][CH2:37][N:2]1[C@@H:3]([C:11]([NH:13][C@H:14]([C:16]2[CH:17]=[CH:18][C:19]([C:20]([O:22][CH3:23])=[O:21])=[CH:24][CH:25]=2)[CH3:15])=[O:12])[CH2:4][C:5]2[C:10](=[CH:9][CH:8]=[CH:7][CH:6]=2)[CH2:1]1)[C:5]1[CH:10]=[CH:9][CH:8]=[CH:7][CH:6]=1. The yield is 0.740.